Dataset: Reaction yield outcomes from USPTO patents with 853,638 reactions. Task: Predict the reaction yield, written as a fraction of the theoretical maximum amount of product (1.0 means a 100% yield; for example, 0.34 means a 34% yield). (1) The reactants are [Cl:1][C:2]1[N:7]=[CH:6][C:5]([CH2:8][NH:9][C:10](=O)[C:11]2[CH:16]=[CH:15][C:14](/[CH:17]=[CH:18]/[CH:19]([C:24]3[CH:29]=[C:28]([Cl:30])[CH:27]=[C:26]([Cl:31])[CH:25]=3)[C:20]([F:23])([F:22])[F:21])=[CH:13][C:12]=2[CH3:32])=[CH:4][CH:3]=1.COC1C=CC(P2(SP(C3C=CC(OC)=CC=3)(=S)S2)=[S:43])=CC=1. The catalyst is C1(C)C=CC=CC=1. The product is [Cl:1][C:2]1[N:7]=[CH:6][C:5]([CH2:8][NH:9][C:10](=[S:43])[C:11]2[CH:16]=[CH:15][C:14](/[CH:17]=[CH:18]/[CH:19]([C:24]3[CH:29]=[C:28]([Cl:30])[CH:27]=[C:26]([Cl:31])[CH:25]=3)[C:20]([F:23])([F:22])[F:21])=[CH:13][C:12]=2[CH3:32])=[CH:4][CH:3]=1. The yield is 0.490. (2) The reactants are [CH2:1]([C@@:4]12[CH2:12][CH2:11][CH2:10][C@@H:9]([C:13](=[O:18])[CH2:14][C:15]([CH3:17])=[CH2:16])[C@@H:8]1[C:7]1([O:22][CH2:21][CH2:20][O:19]1)[CH2:6][CH2:5]2)[CH:2]=[CH2:3].[H-].[Al+3].[Li+].[H-].[H-].[H-]. The catalyst is C1COCC1. The product is [CH2:1]([C@@:4]12[CH2:12][CH2:11][CH2:10][C@@H:9]([C@@H:13]([OH:18])[CH2:14][C:15]([CH3:17])=[CH2:16])[C@@H:8]1[C:7]1([O:19][CH2:20][CH2:21][O:22]1)[CH2:6][CH2:5]2)[CH:2]=[CH2:3]. The yield is 0.910.